From a dataset of Forward reaction prediction with 1.9M reactions from USPTO patents (1976-2016). Predict the product of the given reaction. (1) Given the reactants [N+:1]([C:4]1[C:5]([C:9]([OH:11])=[O:10])=[N:6][NH:7][CH:8]=1)([O-:3])=[O:2].[C:12](Cl)(=O)C(Cl)=O.CO, predict the reaction product. The product is: [CH3:12][O:10][C:9]([C:5]1[C:4]([N+:1]([O-:3])=[O:2])=[CH:8][NH:7][N:6]=1)=[O:11]. (2) Given the reactants [C:1]([O:5][C@@H:6]([C:11]1[C:40]([CH3:41])=[CH:39][C:38]2=[N:42][C:35]3=[CH:36][N:37]2[C:12]=1[N:13]1[CH2:47][CH2:46][C:16]([CH3:48])([O:17][CH2:18][CH:19]=[CH:20][CH2:21][C@H:22]([CH3:45])[O:23][C:24]2[C:25]([F:44])=[CH:26][CH:27]=[CH:28][C:29]=2[C:30]2[CH:43]=[C:34]3[CH:33]=[CH:32][CH:31]=2)[CH2:15][CH2:14]1)[C:7]([O:9][CH3:10])=[O:8])([CH3:4])([CH3:3])[CH3:2].C(O[C@@H](C1C(C)=CC2=NC3=CN2C=1N1CCC(C)(OCCCC[C@H](C)OC2C=C(F)C=CC=2C2C=C3C=CC=2)CC1)C(OC)=O)(C)(C)C, predict the reaction product. The product is: [C:1]([O:5][C@@H:6]([C:11]1[C:40]([CH3:41])=[CH:39][C:38]2=[N:42][C:35]3=[CH:36][N:37]2[C:12]=1[N:13]1[CH2:47][CH2:46][C:16]([CH3:48])([O:17][CH2:18][CH2:19][CH2:20][CH2:21][C@H:22]([CH3:45])[O:23][C:24]2[C:25]([F:44])=[CH:26][CH:27]=[CH:28][C:29]=2[C:30]2[CH:43]=[C:34]3[CH:33]=[CH:32][CH:31]=2)[CH2:15][CH2:14]1)[C:7]([O:9][CH3:10])=[O:8])([CH3:4])([CH3:2])[CH3:3]. (3) Given the reactants [Br:1][C:2]1[CH:3]=[C:4]([CH2:8][CH2:9]O)[CH:5]=[CH:6][CH:7]=1.C(N(CC)CC)C.S(Cl)(C1C=CC(C)=CC=1)(=O)=O.[N-:29]=[N+:30]=[N-:31].[Na+], predict the reaction product. The product is: [Br:1][C:2]1[CH:3]=[C:4]([CH2:8][CH2:9][N:29]=[N+:30]=[N-:31])[CH:5]=[CH:6][CH:7]=1. (4) Given the reactants [Cl:1][C:2]1[N:3]=[CH:4][C:5]2[CH:10]=[CH:9][N:8]([CH:11]3[CH2:15][CH2:14][CH2:13][CH2:12]3)[C:6]=2[N:7]=1.Cl[CH:17]([CH3:19])[CH3:18].ClC1N=CC2C(C(=O)C)=CN(C3CCCC3)C=2N=1, predict the reaction product. The product is: [Cl:1][C:2]1[N:3]=[CH:4][C:5]2[C:10]([CH:17]([CH3:19])[CH3:18])=[CH:9][N:8]([CH:11]3[CH2:15][CH2:14][CH2:13][CH2:12]3)[C:6]=2[N:7]=1. (5) Given the reactants [F:1][CH:2]([F:21])[O:3][C:4]1[CH:13]=[CH:12][CH:11]=[C:10]2[C:5]=1[C:6]1[CH:19]=[CH:18][C:17]([NH2:20])=[CH:16][C:7]=1[CH:8]([O:14][CH3:15])[O:9]2.[CH3:22][S:23](Cl)(=[O:25])=[O:24], predict the reaction product. The product is: [F:21][CH:2]([F:1])[O:3][C:4]1[CH:13]=[CH:12][CH:11]=[C:10]2[C:5]=1[C:6]1[CH:19]=[CH:18][C:17]([NH:20][S:23]([CH3:22])(=[O:25])=[O:24])=[CH:16][C:7]=1[CH:8]([O:14][CH3:15])[O:9]2. (6) Given the reactants [Mg].II.[CH2:4]([O:11][C:12]1[CH:17]=[CH:16][CH:15]=[C:14](Br)[CH:13]=1)[C:5]1[CH:10]=[CH:9][CH:8]=[CH:7][CH:6]=1.[C:19]1(=[O:24])[CH2:23][CH2:22][CH2:21][CH2:20]1.[Cl-].N, predict the reaction product. The product is: [CH2:4]([O:11][C:12]1[CH:13]=[C:14]([C:19]2([OH:24])[CH2:23][CH2:22][CH2:21][CH2:20]2)[CH:15]=[CH:16][CH:17]=1)[C:5]1[CH:10]=[CH:9][CH:8]=[CH:7][CH:6]=1. (7) Given the reactants [CH:1]([C:4]1[N:8]=[C:7]([N:9]2[CH2:14][CH2:13][CH:12]([C@H:15]3[CH2:17][C@H:16]3[CH2:18][CH2:19][O:20][C:21]3[CH:26]=[CH:25][C:24]([CH2:27][C:28]([OH:30])=O)=[CH:23][CH:22]=3)[CH2:11][CH2:10]2)[O:6][N:5]=1)([CH3:3])[CH3:2].O.O[N:33]1[C:37]2C=CC=[CH:41][C:36]=2N=N1.Cl.C(/N=N/CCCN(C)C)C.N1CCC1, predict the reaction product. The product is: [N:33]1([C:28](=[O:30])[CH2:27][C:24]2[CH:25]=[CH:26][C:21]([O:20][CH2:19][CH2:18][C@@H:16]3[CH2:17][C@@H:15]3[CH:12]3[CH2:13][CH2:14][N:9]([C:7]4[O:6][N:5]=[C:4]([CH:1]([CH3:2])[CH3:3])[N:8]=4)[CH2:10][CH2:11]3)=[CH:22][CH:23]=2)[CH2:41][CH2:36][CH2:37]1. (8) Given the reactants Cl[C:2]1[N:7]=[C:6]([CH3:8])[N:5]=[C:4]([NH:9][C:10](=[O:16])[O:11][C:12]([CH3:15])([CH3:14])[CH3:13])[CH:3]=1.CC1(C)C(C)(C)OB([C:25]2[CH:30]=[CH:29][N:28]=[CH:27][C:26]=2[NH2:31])O1, predict the reaction product. The product is: [NH2:31][C:26]1[CH:27]=[N:28][CH:29]=[CH:30][C:25]=1[C:2]1[N:7]=[C:6]([CH3:8])[N:5]=[C:4]([NH:9][C:10](=[O:16])[O:11][C:12]([CH3:15])([CH3:14])[CH3:13])[CH:3]=1. (9) The product is: [CH2:1]([O:3][C:4]([C:6]1[C:10]2[N:11]=[CH:12][N:13]=[C:14]([C:22]3[CH:23]=[CH:24][C:25]([F:27])=[CH:26][C:21]=3[O:20][CH2:19][CH:16]3[CH2:17][CH2:18]3)[C:9]=2[NH:8][CH:7]=1)=[O:5])[CH3:2]. Given the reactants [CH2:1]([O:3][C:4]([C:6]1[C:10]2[N:11]=[CH:12][N:13]=[C:14](Cl)[C:9]=2[NH:8][CH:7]=1)=[O:5])[CH3:2].[CH:16]1([CH2:19][O:20][C:21]2[CH:26]=[C:25]([F:27])[CH:24]=[CH:23][C:22]=2B2OC(C)(C)C(C)(C)O2)[CH2:18][CH2:17]1, predict the reaction product. (10) Given the reactants [Cl:1][C:2]1[C:7]([O:8][CH2:9][C:10]([O:12]C(C)(C)C)=[O:11])=[CH:6][CH:5]=[C:4](I)[N:3]=1.[S:18]1(=[O:24])(=[O:23])[CH2:22][CH2:21][CH2:20][NH:19]1, predict the reaction product. The product is: [Cl:1][C:2]1[C:7]([O:8][CH2:9][C:10]([OH:12])=[O:11])=[CH:6][CH:5]=[C:4]([N:19]2[CH2:20][CH2:21][CH2:22][S:18]2(=[O:24])=[O:23])[N:3]=1.